Dataset: Forward reaction prediction with 1.9M reactions from USPTO patents (1976-2016). Task: Predict the product of the given reaction. Given the reactants O=[C:2]1[C:11]2[C:6](=[CH:7][CH:8]=[C:9]([C:12]3[CH:13]=[C:14]([CH:17]=[CH:18][CH:19]=3)[C:15]#[N:16])[CH:10]=2)[O:5][CH:4]([C:20]2[CH:25]=[CH:24][CH:23]=[CH:22][N:21]=2)[CH2:3]1.[C:26](=[N:32][Si](C)(C)C)=[N:27][Si](C)(C)C, predict the reaction product. The product is: [C:15]([C:14]1[CH:13]=[C:12]([C:9]2[CH:10]=[C:11]3[C:6](=[CH:7][CH:8]=2)[O:5][CH:4]([C:20]2[CH:25]=[CH:24][CH:23]=[CH:22][N:21]=2)[CH2:3]/[C:2]/3=[N:32]/[C:26]#[N:27])[CH:19]=[CH:18][CH:17]=1)#[N:16].